This data is from Full USPTO retrosynthesis dataset with 1.9M reactions from patents (1976-2016). The task is: Predict the reactants needed to synthesize the given product. (1) Given the product [CH3:1][C:2]1[C:3]([CH:8]2[CH2:13][CH2:12][CH2:11][CH:10]([C:14]3[C:19]([CH3:20])=[CH:18][CH:17]=[CH:16][N:15]=3)[N:9]2[CH2:22][C:23]2[CH:28]=[CH:27][CH:26]=[CH:25][C:24]=2[C:29]2([CH3:34])[O:30][CH2:31][CH2:32][O:33]2)=[N:4][CH:5]=[CH:6][CH:7]=1, predict the reactants needed to synthesize it. The reactants are: [CH3:1][C:2]1[C:3]([CH:8]2[CH2:13][CH2:12][CH2:11][CH:10]([C:14]3[C:19]([CH3:20])=[CH:18][CH:17]=[CH:16][N:15]=3)[NH:9]2)=[N:4][CH:5]=[CH:6][CH:7]=1.Br[CH2:22][C:23]1[CH:28]=[CH:27][CH:26]=[CH:25][C:24]=1[C:29]1([CH3:34])[O:33][CH2:32][CH2:31][O:30]1.CCN(C(C)C)C(C)C. (2) Given the product [CH:1]([O:4][C:5]([N:7]1[CH2:13][CH2:12][CH2:11][CH:10]([NH:27][CH2:26][C:25]2[CH:28]=[C:29]([C:31]([F:32])([F:33])[F:34])[CH:30]=[C:23]([C:22]([F:21])([F:35])[F:36])[CH:24]=2)[C:9]2[CH:15]=[C:16]([Br:20])[C:17]([Cl:19])=[CH:18][C:8]1=2)=[O:6])([CH3:3])[CH3:2], predict the reactants needed to synthesize it. The reactants are: [CH:1]([O:4][C:5]([N:7]1[CH2:13][CH2:12][CH2:11][C:10](=O)[C:9]2[CH:15]=[C:16]([Br:20])[C:17]([Cl:19])=[CH:18][C:8]1=2)=[O:6])([CH3:3])[CH3:2].[F:21][C:22]([F:36])([F:35])[C:23]1[CH:24]=[C:25]([CH:28]=[C:29]([C:31]([F:34])([F:33])[F:32])[CH:30]=1)[CH2:26][NH2:27].C([BH3-])#N.[Na+]. (3) The reactants are: [CH3:1][C:2]1[C:3]([CH2:20][CH2:21][N:22]2[CH2:27][CH2:26][CH:25]([C:28]3[CH:37]=[CH:36][CH:35]=[C:34]4[C:29]=3[CH:30]=[CH:31][C:32]([CH3:38])=[N:33]4)[CH2:24][CH2:23]2)=[C:4]2[C:9](=[CH:10][CH:11]=1)[N:8]1[CH:12]=[N:13][C:14]([C:15]([O:17]CC)=O)=[C:7]1[CH:6]=[CH:5]2.[OH-].[K+].C[Si](C)(C)[NH:43][Si](C)(C)C.[ClH:50]. Given the product [ClH:50].[ClH:50].[CH3:1][C:2]1[C:3]([CH2:20][CH2:21][N:22]2[CH2:27][CH2:26][CH:25]([C:28]3[CH:37]=[CH:36][CH:35]=[C:34]4[C:29]=3[CH:30]=[CH:31][C:32]([CH3:38])=[N:33]4)[CH2:24][CH2:23]2)=[C:4]2[C:9](=[CH:10][CH:11]=1)[N:8]1[CH:12]=[N:13][C:14]([C:15]([NH2:43])=[O:17])=[C:7]1[CH:6]=[CH:5]2, predict the reactants needed to synthesize it. (4) Given the product [N:4]1[CH:5]=[CH:6][CH:7]=[C:2]([NH:1][C:8](=[O:14])[O:9][CH2:10][CH:11]([CH3:13])[CH3:12])[CH:3]=1, predict the reactants needed to synthesize it. The reactants are: [NH2:1][C:2]1[CH:3]=[N:4][CH:5]=[CH:6][CH:7]=1.[C:8](Cl)(=[O:14])[O:9][CH2:10][CH:11]([CH3:13])[CH3:12].[OH-].[Na+]. (5) The reactants are: Br[C:2]1[CH:7]=[C:6]([F:8])[CH:5]=[C:4]([CH3:9])[C:3]=1[OH:10].[O:11]1[CH:15]=[CH:14][C:13](B(O)O)=[CH:12]1.C(=O)([O-])[O-].[Na+].[Na+].O. Given the product [F:8][C:6]1[CH:5]=[C:4]([CH3:9])[C:3]([OH:10])=[C:2]([C:13]2[CH:14]=[CH:15][O:11][CH:12]=2)[CH:7]=1, predict the reactants needed to synthesize it. (6) The reactants are: [CH3:1][C:2]1[CH:7]=[CH:6][C:5]([S:8]([O:11][CH2:12][CH:13]2[CH2:17][C:16]3[CH:18]=[CH:19][CH:20]=[C:21](Br)[C:15]=3[O:14]2)(=[O:10])=[O:9])=[CH:4][CH:3]=1.[Cl:23][C:24]1[CH:25]=[C:26](B(O)O)[CH:27]=[CH:28][CH:29]=1.C(=O)([O-])[O-].[K+].[K+]. Given the product [CH3:1][C:2]1[CH:7]=[CH:6][C:5]([S:8]([O:11][CH2:12][CH:13]2[CH2:17][C:16]3[CH:18]=[CH:19][CH:20]=[C:21]([C:29]4[CH:28]=[CH:27][CH:26]=[CH:25][C:24]=4[Cl:23])[C:15]=3[O:14]2)(=[O:10])=[O:9])=[CH:4][CH:3]=1, predict the reactants needed to synthesize it. (7) Given the product [NH2:11][C:12]1[C:17]([C:18]2[O:19][C:61]([C:60]3[CH:59]=[CH:58][C:57]([CH:52]4[CH2:53][O:54][CH2:55][CH2:56][N:51]4[C:49]([O:48][C:44]([CH3:47])([CH3:46])[CH3:45])=[O:50])=[CH:65][CH:64]=3)=[N:21][N:20]=2)=[N:16][C:15]([C:22]2[CH:27]=[CH:26][C:25]([S:28]([CH:31]3[CH2:36][CH2:35][CH2:34][N:33]([C:37]([O:39][C:40]([CH3:43])([CH3:42])[CH3:41])=[O:38])[CH2:32]3)(=[O:30])=[O:29])=[CH:24][CH:23]=2)=[CH:14][N:13]=1, predict the reactants needed to synthesize it. The reactants are: C(OP(C#N)(=O)OCC)C.[NH2:11][C:12]1[N:13]=[CH:14][C:15]([C:22]2[CH:27]=[CH:26][C:25]([S:28]([CH:31]3[CH2:36][CH2:35][CH2:34][N:33]([C:37]([O:39][C:40]([CH3:43])([CH3:42])[CH3:41])=[O:38])[CH2:32]3)(=[O:30])=[O:29])=[CH:24][CH:23]=2)=[N:16][C:17]=1[C:18]([NH:20][NH2:21])=[O:19].[C:44]([O:48][C:49]([N:51]1[CH2:56][CH2:55][O:54][CH2:53][CH:52]1[C:57]1[CH:65]=[CH:64][C:60]([C:61](O)=O)=[CH:59][CH:58]=1)=[O:50])([CH3:47])([CH3:46])[CH3:45].CCN(CC)CC.